This data is from Forward reaction prediction with 1.9M reactions from USPTO patents (1976-2016). The task is: Predict the product of the given reaction. (1) Given the reactants [NH2:1][C:2]1[NH:7][C:6](=[O:8])[C:5](Br)=[C:4]([C:10]([F:13])([F:12])[F:11])[N:3]=1.C(=O)([O-])[O-].[Cs+].[Cs+].[Cl:20][C:21]1[CH:22]=[C:23]([SH:28])[CH:24]=[CH:25][C:26]=1[Cl:27], predict the reaction product. The product is: [NH2:1][C:2]1[NH:7][C:6](=[O:8])[C:5]([S:28][C:23]2[CH:24]=[CH:25][C:26]([Cl:27])=[C:21]([Cl:20])[CH:22]=2)=[C:4]([C:10]([F:13])([F:12])[F:11])[N:3]=1. (2) Given the reactants [C:1]([CH:3]([C:11]1[CH:16]=[CH:15][C:14]([N+:17]([O-:19])=[O:18])=[CH:13][N:12]=1)C(OC(C)(C)C)=O)#[N:2], predict the reaction product. The product is: [N+:17]([C:14]1[CH:15]=[CH:16][C:11]([CH2:3][C:1]#[N:2])=[N:12][CH:13]=1)([O-:19])=[O:18]. (3) Given the reactants C([Si](C1C=CC=CC=1)(C1C=CC=CC=1)[O:6][CH2:7][CH2:8][C:9]1[N:10]=[C:11]([C:15]2[CH:28]=[CH:27][C:18]([O:19][CH2:20][C:21]3[CH:26]=[CH:25][CH:24]=[CH:23][N:22]=3)=[CH:17][CH:16]=2)[O:12][C:13]=1[CH3:14])(C)(C)C.CCCC[N+](CCCC)(CCCC)CCCC.[F-], predict the reaction product. The product is: [CH3:14][C:13]1[O:12][C:11]([C:15]2[CH:28]=[CH:27][C:18]([O:19][CH2:20][C:21]3[CH:26]=[CH:25][CH:24]=[CH:23][N:22]=3)=[CH:17][CH:16]=2)=[N:10][C:9]=1[CH2:8][CH2:7][OH:6]. (4) Given the reactants [F:1][C@H:2]1[C@@H:7]([O:8][C:9]2[CH:16]=[CH:15][C:14]([C:17]3[N:22]=[C:21]([NH:23][C:24]4[CH:29]=[CH:28][C:27]([N:30]5[CH2:35][CH2:34][N:33]([CH:36]6[CH2:39][O:38][CH2:37]6)[CH2:32][CH2:31]5)=[CH:26][CH:25]=4)[N:20]=[CH:19][N:18]=3)=[CH:13][C:10]=2[C:11]#[N:12])[CH2:6][CH2:5][NH:4][CH2:3]1.C(N(CC)C(C)C)(C)C.CN(C(ON1N=NC2C=CC=NC1=2)=[N+](C)C)C.F[P-](F)(F)(F)(F)F.[NH:73]1[C:77]([CH2:78][C:79](O)=[O:80])=[CH:76][N:75]=[N:74]1, predict the reaction product. The product is: [NH:73]1[C:77]([CH2:78][C:79]([N:4]2[CH2:5][CH2:6][C@H:7]([O:8][C:9]3[CH:16]=[CH:15][C:14]([C:17]4[N:22]=[C:21]([NH:23][C:24]5[CH:29]=[CH:28][C:27]([N:30]6[CH2:31][CH2:32][N:33]([CH:36]7[CH2:39][O:38][CH2:37]7)[CH2:34][CH2:35]6)=[CH:26][CH:25]=5)[N:20]=[CH:19][N:18]=4)=[CH:13][C:10]=3[C:11]#[N:12])[C@H:2]([F:1])[CH2:3]2)=[O:80])=[CH:76][N:75]=[N:74]1. (5) Given the reactants [CH2:1]([N:8]1[CH:12]=[C:11]([C:13]([O:15]CC)=[O:14])[C:10]([O:18][CH2:19][C:20]2[CH:25]=[CH:24][C:23]([O:26][CH2:27][C:28]3[N:29]=[C:30]([C:34]4[O:35][CH:36]=[CH:37][CH:38]=4)[O:31][C:32]=3[CH3:33])=[C:22]([C:39]3[CH:44]=[CH:43][CH:42]=[CH:41][CH:40]=3)[CH:21]=2)=[N:9]1)[C:2]1[CH:7]=[CH:6][CH:5]=[CH:4][CH:3]=1.O1CCCC1.[OH-].[Na+].Cl, predict the reaction product. The product is: [CH2:1]([N:8]1[CH:12]=[C:11]([C:13]([OH:15])=[O:14])[C:10]([O:18][CH2:19][C:20]2[CH:25]=[CH:24][C:23]([O:26][CH2:27][C:28]3[N:29]=[C:30]([C:34]4[O:35][CH:36]=[CH:37][CH:38]=4)[O:31][C:32]=3[CH3:33])=[C:22]([C:39]3[CH:44]=[CH:43][CH:42]=[CH:41][CH:40]=3)[CH:21]=2)=[N:9]1)[C:2]1[CH:3]=[CH:4][CH:5]=[CH:6][CH:7]=1. (6) Given the reactants [C:1]([O:5][C:6](=[O:15])[NH:7][CH2:8][CH:9]1[CH2:14][CH2:13][NH:12][CH2:11][CH2:10]1)([CH3:4])([CH3:3])[CH3:2].C(N(CC)C(C)C)(C)C.[F:25][C:26]1[CH:31]=[CH:30][C:29]([CH2:32][CH2:33][S:34](Cl)(=[O:36])=[O:35])=[CH:28][CH:27]=1, predict the reaction product. The product is: [C:1]([O:5][C:6](=[O:15])[NH:7][CH2:8][CH:9]1[CH2:10][CH2:11][N:12]([S:34]([CH2:33][CH2:32][C:29]2[CH:30]=[CH:31][C:26]([F:25])=[CH:27][CH:28]=2)(=[O:35])=[O:36])[CH2:13][CH2:14]1)([CH3:4])([CH3:2])[CH3:3].